This data is from NCI-60 drug combinations with 297,098 pairs across 59 cell lines. The task is: Regression. Given two drug SMILES strings and cell line genomic features, predict the synergy score measuring deviation from expected non-interaction effect. (1) Drug 1: CN(C)C1=NC(=NC(=N1)N(C)C)N(C)C. Drug 2: CN(CC1=CN=C2C(=N1)C(=NC(=N2)N)N)C3=CC=C(C=C3)C(=O)NC(CCC(=O)O)C(=O)O. Cell line: SF-539. Synergy scores: CSS=16.6, Synergy_ZIP=-3.74, Synergy_Bliss=4.33, Synergy_Loewe=-34.0, Synergy_HSA=-1.61. (2) Drug 1: C1=CC(=CC=C1CC(C(=O)O)N)N(CCCl)CCCl.Cl. Drug 2: COC1=C2C(=CC3=C1OC=C3)C=CC(=O)O2. Cell line: HCC-2998. Synergy scores: CSS=7.12, Synergy_ZIP=-0.495, Synergy_Bliss=3.78, Synergy_Loewe=-5.04, Synergy_HSA=-0.622.